This data is from Reaction yield outcomes from USPTO patents with 853,638 reactions. The task is: Predict the reaction yield, written as a fraction of the theoretical maximum amount of product (1.0 means a 100% yield; for example, 0.34 means a 34% yield). (1) The reactants are C(OC([N:8]([C:13]1[CH:14]=[C:15]([CH:49]=[CH:50][C:51]=1[O:52][CH3:53])[C:16]([S:18][CH2:19][C:20]([O:22][C@H:23]([C:34]1[CH:39]=[CH:38][C:37]([O:40][CH:41]([F:43])[F:42])=[C:36]([O:44][CH2:45][CH:46]2[CH2:48][CH2:47]2)[CH:35]=1)[CH2:24][C:25]1[C:30]([Cl:31])=[CH:29][N+:28]([O-:32])=[CH:27][C:26]=1[Cl:33])=[O:21])=[O:17])[S:9]([CH3:12])(=[O:11])=[O:10])=O)(C)(C)C. The catalyst is C(Cl)Cl.Cl.O1CCOCC1. The product is [Cl:33][C:26]1[CH:27]=[N+:28]([O-:32])[CH:29]=[C:30]([Cl:31])[C:25]=1[CH2:24][C@@H:23]([C:34]1[CH:39]=[CH:38][C:37]([O:40][CH:41]([F:42])[F:43])=[C:36]([O:44][CH2:45][CH:46]2[CH2:47][CH2:48]2)[CH:35]=1)[O:22][C:20](=[O:21])[CH2:19][S:18][C:16](=[O:17])[C:15]1[CH:49]=[CH:50][C:51]([O:52][CH3:53])=[C:13]([NH:8][S:9]([CH3:12])(=[O:11])=[O:10])[CH:14]=1. The yield is 0.583. (2) The reactants are [C:1]([C:3]1[C:4]([NH2:9])=[N:5][CH:6]=[CH:7][CH:8]=1)#[CH:2].[C:10]1([S:16][CH2:17][C:18]2[CH:23]=[CH:22][C:21](CC(Cl)=NO)=[CH:20][CH:19]=2)[CH:15]=[CH:14][CH:13]=[CH:12][CH:11]=1.[CH2:29]([N:31](CC)CC)[CH3:30].[O:36]1CCCC1. No catalyst specified. The product is [CH2:17]([S:16][C:10]1[CH:11]=[CH:12][C:13]([CH2:30][C:29]2[CH:2]=[C:1]([C:3]3[C:4]([NH2:9])=[N:5][CH:6]=[CH:7][CH:8]=3)[O:36][N:31]=2)=[CH:14][CH:15]=1)[C:18]1[CH:19]=[CH:20][CH:21]=[CH:22][CH:23]=1. The yield is 0.180. (3) The reactants are [CH3:1][C:2]1[CH:10]=[CH:9][C:5]([C:6]([OH:8])=[O:7])=[CH:4][C:3]=1[N+:11]([O-:13])=[O:12].OS(O)(=O)=O.[CH3:19]O. No catalyst specified. The product is [CH3:19][O:7][C:6](=[O:8])[C:5]1[CH:9]=[CH:10][C:2]([CH3:1])=[C:3]([N+:11]([O-:13])=[O:12])[CH:4]=1. The yield is 0.980. (4) The reactants are [Br:1][C:2]1[CH:3]=[C:4]2[C:11]3([C:15](=[O:16])[NH:14][C:13](=O)[NH:12]3)[CH2:10][CH:9]([C:18]3[CH:23]=[CH:22][CH:21]=[CH:20][CH:19]=3)[O:8][C:5]2=[CH:6][CH:7]=1.COC1C=CC(P2(SP(C3C=CC(OC)=CC=3)(=S)S2)=[S:33])=CC=1. The catalyst is O1CCOCC1. The product is [Br:1][C:2]1[CH:3]=[C:4]2[C:11]3([C:15](=[O:16])[NH:14][C:13](=[S:33])[NH:12]3)[CH2:10][CH:9]([C:18]3[CH:23]=[CH:22][CH:21]=[CH:20][CH:19]=3)[O:8][C:5]2=[CH:6][CH:7]=1. The yield is 0.520. (5) The reactants are C([O:8][C:9]1[CH:14]=[C:13]([O:15]CC2C=CC=CC=2)[C:12]([CH:23]([CH3:25])[CH3:24])=[CH:11][C:10]=1[C:26]1[N:27]([C:32]2[CH:33]=[C:34]3[C:38](=[CH:39][CH:40]=2)[CH2:37][C:36]2([O:44][CH2:43][CH2:42][O:41]2)[CH2:35]3)[C:28]([OH:31])=[N:29][N:30]=1)C1C=CC=CC=1. The catalyst is CCOC(C)=O.CCCCCC.[Pd]. The product is [CH2:37]1[C:38]2[C:34](=[CH:33][C:32]([N:27]3[C:28]([OH:31])=[N:29][N:30]=[C:26]3[C:10]3[CH:11]=[C:12]([CH:23]([CH3:25])[CH3:24])[C:13]([OH:15])=[CH:14][C:9]=3[OH:8])=[CH:40][CH:39]=2)[CH2:35][C:36]21[O:41][CH2:42][CH2:43][O:44]2. The yield is 0.970.